Dataset: Hepatocyte clearance measurements from AstraZeneca. Task: Regression/Classification. Given a drug SMILES string, predict its absorption, distribution, metabolism, or excretion properties. Task type varies by dataset: regression for continuous measurements (e.g., permeability, clearance, half-life) or binary classification for categorical outcomes (e.g., BBB penetration, CYP inhibition). For this dataset (clearance_hepatocyte_az), we predict log10(clearance) (log10 of the in vitro intrinsic clearance, CLint, in uL/min per 10^6 hepatocytes; values are censored to the assay range of 3 to 150, which is 0.477 to 2.18 on this log10 scale). (1) The molecule is CCS(=O)(=O)CCCC12CCC(c3nnc(-c4ccccc4C(F)(F)F)n3C)(CC1)CC2. The log10(clearance) is 0.480. (2) The drug is O=S(=O)(c1cccc2cnccc12)N1CCCNCC1. The log10(clearance) is 2.18. (3) The compound is Cc1cn([C@H]2CCCN(S(=O)(=O)c3ccc(O)c(Oc4cc(F)cc(Cl)c4)c3)C2)c(=O)[nH]c1=O. The log10(clearance) is 1.87.